Task: Predict the product of the given reaction.. Dataset: Forward reaction prediction with 1.9M reactions from USPTO patents (1976-2016) (1) Given the reactants C([C:3]1[N:8]=[CH:7][CH:6]=[CH:5][N:4]=1)#N.C([O-])(=O)C.[NH4+].C([NH:17][C@H](C(O)=O)CS)(=O)C.CC(C)([O-])C.[Na+].C([O:32][C:33](=[O:42])[C:34](=[CH:38][N:39]([CH3:41])C)[C:35](=O)[CH3:36])C.[OH-].[Na+].Cl, predict the reaction product. The product is: [CH3:36][C:35]1[C:34]([C:33]([OH:32])=[O:42])=[CH:38][N:39]=[C:41]([C:3]2[N:8]=[CH:7][CH:6]=[CH:5][N:4]=2)[N:17]=1. (2) Given the reactants [CH:1]1[C:10]2[C:5](=[CH:6][CH:7]=[CH:8][CH:9]=2)[CH:4]=[CH:3][C:2]=1[CH2:11][NH2:12].[CH:13](=O)[CH2:14][CH2:15][CH3:16], predict the reaction product. The product is: [CH:1]1[C:10]2[C:5](=[CH:6][CH:7]=[CH:8][CH:9]=2)[CH:4]=[CH:3][C:2]=1[CH2:11][NH:12][CH2:13][CH2:14][CH2:15][CH3:16]. (3) Given the reactants [NH:1]1[C:9]2[C:4](=[C:5]([CH2:10][NH:11][CH2:12][C:13]3[CH:14]=[N:15][CH:16]=[CH:17][CH:18]=3)[CH:6]=[CH:7][CH:8]=2)[CH:3]=[CH:2]1.Cl[C:20]1[N:25]=[C:24]([NH:26][C:27]2[CH:31]=[C:30]([CH:32]3[CH2:34][CH2:33]3)[NH:29][N:28]=2)[CH:23]=[CH:22][N:21]=1.CCN(C(C)C)C(C)C, predict the reaction product. The product is: [CH:32]1([C:30]2[NH:29][N:28]=[C:27]([NH:26][C:24]3[CH:23]=[CH:22][N:21]=[C:20]([N:11]([CH2:10][C:5]4[CH:6]=[CH:7][CH:8]=[C:9]5[C:4]=4[CH:3]=[CH:2][NH:1]5)[CH2:12][C:13]4[CH:14]=[N:15][CH:16]=[CH:17][CH:18]=4)[N:25]=3)[CH:31]=2)[CH2:34][CH2:33]1. (4) The product is: [CH2:18]([NH:22][C:2]1[N:10]=[C:9]2[C:5]([N:6]=[CH:7][N:8]2[CH:11]2[CH2:16][CH2:15][CH2:14][CH2:13][O:12]2)=[C:4]([NH2:17])[N:3]=1)[CH2:19][CH2:20][CH3:21]. Given the reactants Cl[C:2]1[N:10]=[C:9]2[C:5]([N:6]=[CH:7][N:8]2[CH:11]2[CH2:16][CH2:15][CH2:14][CH2:13][O:12]2)=[C:4]([NH2:17])[N:3]=1.[CH2:18]([NH2:22])[CH2:19][CH2:20][CH3:21], predict the reaction product. (5) Given the reactants [CH3:1][CH:2]1[CH2:7][CH2:6][CH2:5][CH:4]([CH3:8])[NH:3]1.Cl[Si:10]([CH3:13])([CH3:12])[CH3:11], predict the reaction product. The product is: [CH3:1][CH:2]1[CH2:7][CH2:6][CH2:5][CH:4]([CH3:8])[N:3]1[Si:10]([CH3:13])([CH3:12])[CH3:11]. (6) Given the reactants Br[C:2]1[CH:7]=[CH:6][C:5]([CH:8]2[C:17]3[C:16](=[O:18])[CH2:15][CH2:14][CH2:13][C:12]=3[N:11]([C:19]3[CH:24]=[CH:23][CH:22]=[C:21]([CH:25]([F:27])[F:26])[CH:20]=3)[C:10](=[O:28])[NH:9]2)=[CH:4][CH:3]=1.O.[CH3:30][N:31](C)C=O, predict the reaction product. The product is: [F:27][CH:25]([F:26])[C:21]1[CH:20]=[C:19]([N:11]2[C:12]3[CH2:13][CH2:14][CH2:15][C:16](=[O:18])[C:17]=3[CH:8]([C:5]3[CH:4]=[CH:3][C:2]([C:30]#[N:31])=[CH:7][CH:6]=3)[NH:9][C:10]2=[O:28])[CH:24]=[CH:23][CH:22]=1. (7) Given the reactants S(=O)(=O)=O.N1C=CC=CC=1.[OH:11][C@H:12]([CH2:39][CH2:40][C:41]1[CH:46]=[CH:45][CH:44]=[CH:43][CH:42]=1)/[CH:13]=[CH:14]/[C@@H:15]1[C@@H:22]2[C@@H:18]([O:19][C:20](=[O:23])[CH2:21]2)[CH2:17][C@H:16]1[O:24][C:25](=[O:38])[C:26]1[CH:31]=[CH:30][C:29]([C:32]2[CH:37]=[CH:36][CH:35]=[CH:34][CH:33]=2)=[CH:28][CH:27]=1.C(N(CC)CC)C.O, predict the reaction product. The product is: [O:11]=[C:12]([CH2:39][CH2:40][C:41]1[CH:46]=[CH:45][CH:44]=[CH:43][CH:42]=1)/[CH:13]=[CH:14]/[C@@H:15]1[C@@H:22]2[C@@H:18]([O:19][C:20](=[O:23])[CH2:21]2)[CH2:17][C@H:16]1[O:24][C:25](=[O:38])[C:26]1[CH:31]=[CH:30][C:29]([C:32]2[CH:33]=[CH:34][CH:35]=[CH:36][CH:37]=2)=[CH:28][CH:27]=1. (8) Given the reactants [CH2:1]([O:8][CH2:9][C@H:10]([CH:27]([CH3:29])[CH3:28])[CH2:11][C@H:12]1[C:17]([O:18][CH2:19][CH3:20])=N[C@H](C(C)C)C(OCC)=[N:13]1)[C:2]1[CH:7]=[CH:6][CH:5]=[CH:4][CH:3]=1.Cl.C([O-])(O)=[O:32].[Na+], predict the reaction product. The product is: [NH2:13][C@@H:12]([CH2:11][C@H:10]([CH2:9][O:8][CH2:1][C:2]1[CH:7]=[CH:6][CH:5]=[CH:4][CH:3]=1)[CH:27]([CH3:29])[CH3:28])[C:17]([O:18][CH2:19][CH3:20])=[O:32].